Dataset: Full USPTO retrosynthesis dataset with 1.9M reactions from patents (1976-2016). Task: Predict the reactants needed to synthesize the given product. (1) Given the product [Br:8][C:7]1[C:2]([NH:1][C:18]2[CH2:17][CH:16]([C:10]3[CH:15]=[CH:14][CH:13]=[CH:12][CH:11]=3)[CH2:21][C:20](=[O:22])[CH:19]=2)=[N:3][CH:4]=[C:5]([CH3:9])[CH:6]=1, predict the reactants needed to synthesize it. The reactants are: [NH2:1][C:2]1[C:7]([Br:8])=[CH:6][C:5]([CH3:9])=[CH:4][N:3]=1.[C:10]1([CH:16]2[CH2:21][C:20](=[O:22])[CH2:19][C:18](=O)[CH2:17]2)[CH:15]=[CH:14][CH:13]=[CH:12][CH:11]=1.O.C1(C)C=CC(S(O)(=O)=O)=CC=1.C(=O)(O)[O-].[Na+]. (2) Given the product [CH:14]([C:13]([O:26][CH2:27][C:28]1[CH:29]=[CH:30][CH:31]=[CH:32][CH:33]=1)=[O:25])([C:15]([O:17][CH2:18][C:19]1[CH:24]=[CH:23][CH:22]=[CH:21][CH:20]=1)=[O:16])[C@@H:6]([C:7]([O:9][CH2:10][CH3:11])=[O:8])[CH3:12], predict the reactants needed to synthesize it. The reactants are: CS(O[C@@H:6]([CH3:12])[C:7]([O:9][CH2:10][CH3:11])=[O:8])(=O)=O.[C:13]([O:26][CH2:27][C:28]1[CH:33]=[CH:32][CH:31]=[CH:30][CH:29]=1)(=[O:25])[CH2:14][C:15]([O:17][CH2:18][C:19]1[CH:24]=[CH:23][CH:22]=[CH:21][CH:20]=1)=[O:16].[F-].[Cs+].O. (3) Given the product [CH2:31]([O:30][C:28](=[O:29])[C:27]1[CH:33]=[CH:34][C:24]([C:2]2[C:10]3[C:5](=[N:6][CH:7]=[N:8][C:9]=3[NH2:11])[N:4]([C:12]([CH3:15])([CH3:14])[CH3:13])[N:3]=2)=[CH:25][CH:26]=1)[CH3:32], predict the reactants needed to synthesize it. The reactants are: Br[C:2]1[C:10]2[C:5](=[N:6][CH:7]=[N:8][C:9]=2[NH2:11])[N:4]([C:12]([CH3:15])([CH3:14])[CH3:13])[N:3]=1.CC1(C)C(C)(C)OB([C:24]2[CH:34]=[CH:33][C:27]([C:28]([O:30][CH2:31][CH3:32])=[O:29])=[CH:26][CH:25]=2)O1.C(=O)([O-])[O-].[Na+].[Na+].O. (4) Given the product [Br:9][C:3]1[C:4]([Br:8])=[C:5]([CH2:12][CH3:13])[S:6][C:2]=1[CH:21]=[O:22], predict the reactants needed to synthesize it. The reactants are: Br[C:2]1[S:6][C:5](Br)=[C:4]([Br:8])[C:3]=1[Br:9].C([Li])C[CH2:12][CH3:13].ICC.CN([CH:21]=[O:22])C. (5) Given the product [C:1]([O:5][C:6](=[O:14])[NH:7][C@H:8]([C:11]1[N:35]([C:36]2[CH:37]=[N:38][CH:39]=[C:40]([F:42])[CH:41]=2)[C:30]2[CH:29]=[C:28]([F:27])[CH:33]=[CH:32][C:31]=2[N:12]=1)[CH2:9][CH3:10])([CH3:4])([CH3:3])[CH3:2], predict the reactants needed to synthesize it. The reactants are: [C:1]([O:5][C:6](=[O:14])[NH:7][C@H:8]([C:11](=O)[NH2:12])[CH2:9][CH3:10])([CH3:4])([CH3:3])[CH3:2].F[B-](F)(F)F.C([O+](CC)CC)C.[F:27][C:28]1[CH:29]=[C:30]([NH:35][C:36]2[CH:37]=[N:38][CH:39]=[C:40]([F:42])[CH:41]=2)[C:31](N)=[CH:32][CH:33]=1. (6) The reactants are: [NH2:1][C:2]1[CH:9]=[CH:8][CH:7]=[CH:6][C:3]=1[CH2:4]O.[BrH:10].[C:11]1([P:17]([C:24]2[CH:29]=[CH:28][CH:27]=[CH:26][CH:25]=2)[C:18]2[CH:23]=[CH:22][CH:21]=[CH:20][CH:19]=2)[CH:16]=[CH:15][CH:14]=[CH:13][CH:12]=1. Given the product [Br-:10].[C:24]1([P+:17]([C:11]2[CH:12]=[CH:13][CH:14]=[CH:15][CH:16]=2)([C:18]2[CH:23]=[CH:22][CH:21]=[CH:20][CH:19]=2)[CH2:4][C:3]2[CH:6]=[CH:7][CH:8]=[CH:9][C:2]=2[NH2:1])[CH:25]=[CH:26][CH:27]=[CH:28][CH:29]=1, predict the reactants needed to synthesize it. (7) Given the product [C:1]([O:5][C:6]([N:8]1[CH2:13][CH2:12][CH:11]([CH2:14][O:15][C:16]2[CH:21]=[CH:20][C:19]3[N:22]=[CH:41][N:25]([C:26]4[S:27][C:28]([C:38](=[O:40])[NH2:39])=[C:29]([C:31]5[CH:36]=[CH:35][CH:34]=[C:33]([Cl:37])[CH:32]=5)[N:30]=4)[C:18]=3[CH:17]=2)[CH2:10][CH2:9]1)=[O:7])([CH3:4])([CH3:3])[CH3:2], predict the reactants needed to synthesize it. The reactants are: [C:1]([O:5][C:6]([N:8]1[CH2:13][CH2:12][CH:11]([CH2:14][O:15][C:16]2[CH:21]=[CH:20][C:19]([N+:22]([O-])=O)=[C:18]([NH:25][C:26]3[S:27][C:28]([C:38](=[O:40])[NH2:39])=[C:29]([C:31]4[CH:36]=[CH:35][CH:34]=[C:33]([Cl:37])[CH:32]=4)[N:30]=3)[CH:17]=2)[CH2:10][CH2:9]1)=[O:7])([CH3:4])([CH3:3])[CH3:2].[CH:41](OCC)(OCC)OCC.